From a dataset of Experimentally validated miRNA-target interactions with 360,000+ pairs, plus equal number of negative samples. Binary Classification. Given a miRNA mature sequence and a target amino acid sequence, predict their likelihood of interaction. (1) The miRNA is hsa-miR-6071 with sequence UUCUGCUGCCGGCCAAGGC. The protein sequence of the target gene is MRLKMTTRNFPEREVPCDVEVERFTREVPCLSSLGDGWDCENQEGHLRQSALTLEKPGTQEAICEYPGFGEHLIASSDLPPSQRVLATNGFHAPDSNVSGLDCDPALPSYPKSYADKRTGDSDACGKGFNHSMEVIHGRNPVREKPYKYPESVKSFNHFTSLGHQKIMKRGKKSYEGKNFENIFTLSSSLNENQRNLPGEKQYRCTECGKCFKRNSSLVLHHRTHTGEKPYTCNECGKSFSKNYNLIVHQRIHTGEKPYECSKCGKAFSDGSALTQHQRIHTGEKPYECLECGKTFNRNS.... Result: 0 (no interaction). (2) The miRNA is mmu-miR-883b-5p with sequence UACUGAGAAUGGGUAGCAGUCA. The protein sequence of the target gene is MDLVYGLVWLLTVLLEGISGQGVYAPPTVRIVHSGLACNIEEERYSERVYTIREGETLELTCLVTGHPRPQIRWTKTAGSASDRFQDSSVFNETLRITNIQRHQGGRYYCKAENGLGSPAIKSIRVDVYYLDDPVVTVHQSIGEAKEQFYYERTVFLRCVANSNPPVRYSWRRGQEVLLQGSDKGVEIYEPFFTQGETKILKLKNLRPQDYANYSCIASVRNVCNIPDKMVSFRLSNKTASPSIKLLVDDPIVVNPGEAITLVCVTTGGEPTPSLTWVRSFGTLPEKIVLNGGTLTIPAI.... Result: 1 (interaction).